From a dataset of Forward reaction prediction with 1.9M reactions from USPTO patents (1976-2016). Predict the product of the given reaction. (1) Given the reactants [OH:1][C:2]1[C:3]([C:12]([O:14][CH3:15])=[O:13])=[CH:4][C:5]2[C:10]([CH:11]=1)=[CH:9][CH:8]=[CH:7][CH:6]=2.[C:16]([O-])([O-])=O.[K+].[K+].IC.O, predict the reaction product. The product is: [CH3:16][O:1][C:2]1[C:3]([C:12]([O:14][CH3:15])=[O:13])=[CH:4][C:5]2[C:10]([CH:11]=1)=[CH:9][CH:8]=[CH:7][CH:6]=2. (2) Given the reactants C([O:8][N:9]([CH2:12][C@@H:13]([CH2:17][CH:18]1[CH2:22][CH2:21][CH2:20][CH2:19]1)[C:14]([OH:16])=O)[CH:10]=[O:11])C1C=CC=CC=1.[NH:23]1[CH2:27][CH2:26][CH2:25][C@H:24]1[C:28]1[NH:29][C:30]2[CH:31]=[CH:32][CH:33]=[C:34]3[C:40]=2[C:38]([N:39]=1)=[CH:37][CH:36]=[CH:35]3, predict the reaction product. The product is: [CH:18]1([CH2:17][C@@H:13]([C:14](=[O:16])[N:23]2[CH2:27][CH2:26][CH2:25][C@H:24]2[C:28]2[NH:39][C:38]3[CH:37]=[CH:36][CH:35]=[C:34]4[C:40]=3[C:30]([N:29]=2)=[CH:31][CH:32]=[CH:33]4)[CH2:12][N:9]([OH:8])[CH:10]=[O:11])[CH2:19][CH2:20][CH2:21][CH2:22]1. (3) Given the reactants O[CH2:2][CH:3]([C:21]1[CH:28]=[CH:27][C:24]([C:25]#[N:26])=[CH:23][CH:22]=1)[NH:4][C:5]1[NH:6][C:7](=[O:20])[C:8]2[CH:13]=[N:12][N:11]([CH:14]3[CH2:19][CH2:18][O:17][CH2:16][CH2:15]3)[C:9]=2[N:10]=1.[H-].[Na+].CC1C=CC(S(Cl)(=O)=O)=CC=1, predict the reaction product. The product is: [O:20]=[C:7]1[N:6]2[CH2:2][CH:3]([C:21]3[CH:22]=[CH:23][C:24]([C:25]#[N:26])=[CH:27][CH:28]=3)[NH:4][C:5]2=[N:10][C:9]2[N:11]([CH:14]3[CH2:19][CH2:18][O:17][CH2:16][CH2:15]3)[N:12]=[CH:13][C:8]1=2. (4) Given the reactants [Br:1][C:2]1[C:3]([O:13][CH2:14][CH2:15][CH2:16][C:17]2[C:18]([CH:32]([CH3:34])[CH3:33])=[N:19][N:20]([C:22]3[CH:27]=[CH:26][C:25]([C:28]([F:31])([F:30])[F:29])=[CH:24][N:23]=3)[CH:21]=2)=[C:4]([CH2:8][C:9]([O:11]C)=[O:10])[CH:5]=[CH:6][CH:7]=1.[OH-].[Na+].O1CCCC1.Cl, predict the reaction product. The product is: [Br:1][C:2]1[C:3]([O:13][CH2:14][CH2:15][CH2:16][C:17]2[C:18]([CH:32]([CH3:34])[CH3:33])=[N:19][N:20]([C:22]3[CH:27]=[CH:26][C:25]([C:28]([F:31])([F:29])[F:30])=[CH:24][N:23]=3)[CH:21]=2)=[C:4]([CH2:8][C:9]([OH:11])=[O:10])[CH:5]=[CH:6][CH:7]=1. (5) The product is: [Cl:1][C:2]1[CH:7]=[CH:6][CH:5]=[C:4]([F:8])[C:3]=1[C:9]1[S:10][CH:11]=[C:12](/[CH:14]=[CH:15]/[C:16]([OH:18])=[O:17])[N:13]=1. Given the reactants [Cl:1][C:2]1[CH:7]=[CH:6][CH:5]=[C:4]([F:8])[C:3]=1[C:9]1[S:10][CH:11]=[C:12](/[CH:14]=[CH:15]/[C:16]([O:18]C)=[O:17])[N:13]=1.[OH-].[Li+], predict the reaction product. (6) Given the reactants [F:1][C:2]([F:37])([F:36])[C:3]1[CH:4]=[C:5]([C:13]2[N:17]=[CH:16][N:15](/[CH:18]=[CH:19]\[C:20]([N:22]3[CH2:35][C:24]4([CH2:27][N:26](C(OC(C)(C)C)=O)[CH2:25]4)[CH2:23]3)=[O:21])[N:14]=2)[CH:6]=[C:7]([C:9]([F:12])([F:11])[F:10])[CH:8]=1.[C:38]([OH:44])([C:40]([F:43])([F:42])[F:41])=[O:39], predict the reaction product. The product is: [F:41][C:40]([F:43])([F:42])[C:38]([OH:44])=[O:39].[F:11][C:9]([F:10])([F:12])[C:7]1[CH:6]=[C:5]([C:13]2[N:17]=[CH:16][N:15](/[CH:18]=[CH:19]\[C:20]([N:22]3[CH2:35][C:24]4([CH2:27][NH:26][CH2:25]4)[CH2:23]3)=[O:21])[N:14]=2)[CH:4]=[C:3]([C:2]([F:1])([F:37])[F:36])[CH:8]=1. (7) Given the reactants [CH3:1][S:2]([C:5]1[CH:10]=[CH:9][C:8]([N:11]2[CH:16]=[CH:15][C:14]([O:17][CH:18]3[CH2:23][CH2:22][N:21]([C:24]([O:26][C:27](C)([CH3:29])[CH3:28])=[O:25])[CH2:20][CH2:19]3)=[CH:13][C:12]2=[O:31])=[CH:7][CH:6]=1)(=[O:4])=[O:3].C(O)(C(F)(F)F)=O.CCN(CC)CC.ClC(OC(C)C)=O, predict the reaction product. The product is: [CH3:1][S:2]([C:5]1[CH:10]=[CH:9][C:8]([N:11]2[CH:16]=[CH:15][C:14]([O:17][CH:18]3[CH2:23][CH2:22][N:21]([C:24]([O:26][CH:27]([CH3:28])[CH3:29])=[O:25])[CH2:20][CH2:19]3)=[CH:13][C:12]2=[O:31])=[CH:7][CH:6]=1)(=[O:3])=[O:4]. (8) Given the reactants [NH2:1][C:2]1[CH:7]=[CH:6][CH:5]=[CH:4][CH:3]=1.[C:8]([O:14][CH2:15][CH3:16])(=[O:13])[CH2:9][C:10]([CH3:12])=O.C(O)(=O)C, predict the reaction product. The product is: [NH:1]([C:10]([CH3:12])=[CH:9][C:8]([O:14][CH2:15][CH3:16])=[O:13])[C:2]1[CH:7]=[CH:6][CH:5]=[CH:4][CH:3]=1. (9) The product is: [Br:26][C:24]1[N:25]=[C:20]([NH:18][C:15]2([C:10]3[CH:11]=[CH:12][CH:13]=[CH:14][C:9]=3[O:8][CH2:1][C:2]3[CH:3]=[CH:4][CH:5]=[CH:6][CH:7]=3)[CH2:17][CH2:16]2)[C:21](=[O:39])[N:22]([C:27]2[CH:28]=[C:29]([CH:34]=[C:35]([F:38])[C:36]=2[CH3:37])[C:30]([O:32][CH3:33])=[O:31])[CH:23]=1. Given the reactants [CH2:1]([O:8][C:9]1[CH:14]=[CH:13][CH:12]=[CH:11][C:10]=1[C:15]1([NH2:18])[CH2:17][CH2:16]1)[C:2]1[CH:7]=[CH:6][CH:5]=[CH:4][CH:3]=1.Br[C:20]1[C:21](=[O:39])[N:22]([C:27]2[CH:28]=[C:29]([CH:34]=[C:35]([F:38])[C:36]=2[CH3:37])[C:30]([O:32][CH3:33])=[O:31])[CH:23]=[C:24]([Br:26])[N:25]=1.C(N(C(C)C)C(C)C)C, predict the reaction product.